Dataset: Reaction yield outcomes from USPTO patents with 853,638 reactions. Task: Predict the reaction yield, written as a fraction of the theoretical maximum amount of product (1.0 means a 100% yield; for example, 0.34 means a 34% yield). (1) The reactants are [OH-:1].[Na+].F[C:4]1[CH:9]=[CH:8][C:7]([N+:10]([O-:12])=[O:11])=[CH:6][CH:5]=1.O.[C:14]1([CH3:20])[CH:19]=[CH:18]C=C[CH:15]=1. The catalyst is [Cl-].C([N+](CC)(CC)CC)C1C=CC=CC=1. The product is [N:10]1([CH2:7][CH2:6][CH2:5][O:1][C:4]2[CH:9]=[CH:8][C:7]([N+:10]([O-:12])=[O:11])=[CH:6][CH:5]=2)[CH2:18][CH2:19][CH2:14][CH2:20]1.[C:14]([O:1][CH3:4])([CH3:20])([CH3:19])[CH3:15]. The yield is 1.00. (2) The product is [CH3:39][O:38][C:35]1[CH:34]=[CH:33][C:32]([N:29]2[CH2:28][CH2:27][N:26]([C:21]3[C:22]([CH3:25])=[C:23]([CH3:24])[C:18]4[O:17][CH2:16][C:15](=[O:14])[C:19]=4[C:20]=3[CH3:40])[CH2:31][CH2:30]2)=[CH:37][CH:36]=1. The yield is 0.730. The catalyst is O.C(=O)(O)[O-].[Na+]. The reactants are Cl.C1COCC1.[Si]([O:14][C:15]1[C:19]2[C:20]([CH3:40])=[C:21]([N:26]3[CH2:31][CH2:30][N:29]([C:32]4[CH:37]=[CH:36][C:35]([O:38][CH3:39])=[CH:34][CH:33]=4)[CH2:28][CH2:27]3)[C:22]([CH3:25])=[C:23]([CH3:24])[C:18]=2[O:17][CH:16]=1)(C(C)(C)C)(C)C. (3) The reactants are [NH2:1][C:2]1[CH:3]=[CH:4][C:5]([CH3:24])=[C:6]([CH:23]=1)[O:7][C:8]1[CH:9]=[CH:10][C:11]2[N:12]([CH:14]=[C:15]([NH:17][C:18]([CH:20]3[CH2:22][CH2:21]3)=[O:19])[N:16]=2)[N:13]=1.[C:25]([C:27]([C:30]1[CH:31]=[C:32]([CH:36]=[CH:37][CH:38]=1)[C:33](O)=[O:34])([CH3:29])[CH3:28])#[N:26].Cl.CN(C)CCCN=C=NCC.ON1C2C=CC=CC=2N=N1. The catalyst is CN(C)C=O. The product is [C:25]([C:27]([C:30]1[CH:31]=[C:32]([CH:36]=[CH:37][CH:38]=1)[C:33]([NH:1][C:2]1[CH:3]=[CH:4][C:5]([CH3:24])=[C:6]([O:7][C:8]2[CH:9]=[CH:10][C:11]3[N:12]([CH:14]=[C:15]([NH:17][C:18]([CH:20]4[CH2:22][CH2:21]4)=[O:19])[N:16]=3)[N:13]=2)[CH:23]=1)=[O:34])([CH3:29])[CH3:28])#[N:26]. The yield is 0.700. (4) The reactants are [CH3:1][C:2]1[CH:7]=[C:6]([N:8]2[CH2:13][CH2:12][CH:11]([NH2:14])[CH2:10][CH2:9]2)[C:5]([CH3:15])=[CH:4][N:3]=1.Cl[C:17]1[N:22]=[C:21]([C:23]([OH:26])([CH3:25])[CH3:24])[CH:20]=[C:19]([CH2:27][C:28]2[CH:33]=[CH:32][C:31]([Cl:34])=[CH:30][CH:29]=2)[N:18]=1.C(=O)([O-])[O-].[K+].[K+].C1(P(C2CCCCC2)C2C=CC=CC=2C2C=CC=CC=2)CCCCC1. The catalyst is O1CCOCC1.C([O-])(=O)C.[Pd+2].C([O-])(=O)C. The product is [Cl:34][C:31]1[CH:32]=[CH:33][C:28]([CH2:27][C:19]2[N:18]=[C:17]([NH:14][CH:11]3[CH2:10][CH2:9][N:8]([C:6]4[C:5]([CH3:15])=[CH:4][N:3]=[C:2]([CH3:1])[CH:7]=4)[CH2:13][CH2:12]3)[N:22]=[C:21]([C:23]([OH:26])([CH3:25])[CH3:24])[CH:20]=2)=[CH:29][CH:30]=1. The yield is 0.300. (5) The reactants are [NH2:1][C:2]1[N:6]([C:7]2[CH:12]=[CH:11][CH:10]=[CH:9][CH:8]=2)[N:5]=[C:4]([CH3:13])[CH:3]=1.[C:14]1(=O)[CH2:19][CH2:18][CH2:17][CH2:16][CH2:15]1. The catalyst is C(O)(=O)C. The product is [C:14]1([C:3]2[C:4]([CH3:13])=[N:5][N:6]([C:7]3[CH:12]=[CH:11][CH:10]=[CH:9][CH:8]=3)[C:2]=2[NH2:1])[CH2:19][CH2:18][CH2:17][CH2:16][CH:15]=1. The yield is 0.740. (6) The yield is 0.120. The reactants are C1C=CC(P(C2C=CC=CC=2)C2C=CC=CC=2)=CC=1.[CH3:20][O:21][C:22](=[O:62])[C:23]1[CH:28]=[CH:27][C:26]([O:29][CH2:30][CH2:31][C:32]2[C:40]3[C:35](=[CH:36][CH:37]=[C:38]([Cl:41])[CH:39]=3)[N:34]([CH:42]([C:49]3[CH:54]=[CH:53][CH:52]=[CH:51][CH:50]=3)[C:43]3[CH:48]=[CH:47][CH:46]=[CH:45][CH:44]=3)[C:33]=2[CH2:55][CH2:56][N:57]=[N+]=[N-])=[CH:25][C:24]=1[O:60][CH3:61].O. The product is [CH3:20][O:21][C:22](=[O:62])[C:23]1[CH:28]=[CH:27][C:26]([O:29][CH2:30][CH2:31][C:32]2[C:40]3[C:35](=[CH:36][CH:37]=[C:38]([Cl:41])[CH:39]=3)[N:34]([CH:42]([C:49]3[CH:50]=[CH:51][CH:52]=[CH:53][CH:54]=3)[C:43]3[CH:48]=[CH:47][CH:46]=[CH:45][CH:44]=3)[C:33]=2[CH2:55][CH2:56][NH2:57])=[CH:25][C:24]=1[O:60][CH3:61]. The catalyst is C1COCC1.